This data is from Peptide-MHC class I binding affinity with 185,985 pairs from IEDB/IMGT. The task is: Regression. Given a peptide amino acid sequence and an MHC pseudo amino acid sequence, predict their binding affinity value. This is MHC class I binding data. (1) The peptide sequence is VIVVPVIDR. The MHC is HLA-A03:01 with pseudo-sequence HLA-A03:01. The binding affinity (normalized) is 0. (2) The peptide sequence is WGPSLYSIL. The MHC is H-2-Ld with pseudo-sequence H-2-Ld. The binding affinity (normalized) is 0. (3) The peptide sequence is DIVKGLSGY. The MHC is HLA-A01:01 with pseudo-sequence HLA-A01:01. The binding affinity (normalized) is 0.0847. (4) The peptide sequence is GRDHVRVTL. The MHC is HLA-B15:01 with pseudo-sequence HLA-B15:01. The binding affinity (normalized) is 0.0847. (5) The peptide sequence is SPSLWNVEF. The MHC is HLA-B07:02 with pseudo-sequence HLA-B07:02. The binding affinity (normalized) is 0.959. (6) The peptide sequence is VADLSARNKL. The MHC is HLA-A02:02 with pseudo-sequence HLA-A02:02. The binding affinity (normalized) is 0.347. (7) The peptide sequence is NELGYSGYF. The MHC is HLA-B08:01 with pseudo-sequence HLA-B08:01. The binding affinity (normalized) is 0.0847.